From a dataset of TCR-epitope binding with 47,182 pairs between 192 epitopes and 23,139 TCRs. Binary Classification. Given a T-cell receptor sequence (or CDR3 region) and an epitope sequence, predict whether binding occurs between them. (1) The epitope is KAYNVTQAF. The TCR CDR3 sequence is CASSLGGTSAEAFF. Result: 1 (the TCR binds to the epitope). (2) The epitope is LQPFPQPELPYPQPQ. The TCR CDR3 sequence is CASSLVGLGLTREGEQFF. Result: 0 (the TCR does not bind to the epitope). (3) The epitope is QECVRGTTVL. The TCR CDR3 sequence is CASTPLGDFLGELFF. Result: 0 (the TCR does not bind to the epitope). (4) Result: 0 (the TCR does not bind to the epitope). The TCR CDR3 sequence is CASSLVPELGEQYF. The epitope is LVLSVNPYV.